Predict which catalyst facilitates the given reaction. From a dataset of Catalyst prediction with 721,799 reactions and 888 catalyst types from USPTO. (1) Reactant: [CH3:1][C:2]([C:4]1[CH:9]=[CH:8][C:7]([O:10][CH3:11])=[C:6]([F:12])[CH:5]=1)=O.Cl.[F:14][C:15]1[CH:16]=[C:17]([CH:21]=[CH:22][CH:23]=1)[CH2:18][O:19][NH2:20].N1C=CC=CC=1. Product: [F:14][C:15]1[CH:16]=[C:17]([CH:21]=[CH:22][CH:23]=1)[CH2:18][O:19][N:20]=[C:2]([C:4]1[CH:9]=[CH:8][C:7]([O:10][CH3:11])=[C:6]([F:12])[CH:5]=1)[CH3:1]. The catalyst class is: 8. (2) Reactant: [O:1]=[C:2]1[C:7]([C:8]([OH:10])=O)=[CH:6][C:5]([C:11]2[CH:16]=[CH:15][CH:14]=[CH:13][CH:12]=2)=[CH:4][NH:3]1.C1C=CC2N(O)N=NC=2C=1.[CH3:27][CH2:28][N:29]=[C:30]=[N:31][CH2:32][CH2:33][CH2:34]N(C)C.Cl.Cl.Cl.[F:41][C:42]1[CH:43]=[C:44]([NH:69]C(NC(=O)CC2C=CC(F)=CC=2)=S)[CH:45]=[CH:46][C:47]=1[O:48][C:49]1C2=C(C)C(OCCN3CCN(C)CC3)=CN2N=CN=1. Product: [NH:31]1[C:30]2=[N:29][CH:28]=[CH:27][C:49]([O:48][C:47]3[CH:46]=[CH:45][C:44]([NH:69][C:8]([C:7]4[C:2](=[O:1])[NH:3][CH:4]=[C:5]([C:11]5[CH:16]=[CH:15][CH:14]=[CH:13][CH:12]=5)[CH:6]=4)=[O:10])=[CH:43][C:42]=3[F:41])=[C:34]2[CH:33]=[CH:32]1. The catalyst class is: 3. (3) Reactant: [CH2:1]([O:3][C:4](=[O:20])[CH2:5][C@H:6]1[C:14]2[C:9](=[CH:10][C:11]([O:15][CH2:16][CH2:17][CH2:18]Br)=[CH:12][CH:13]=2)[CH2:8][CH2:7]1)[CH3:2].[CH2:21]([C:23]1[N:24]=[C:25]([C:28]2[CH:33]=[CH:32][C:31]([OH:34])=[C:30]([O:35][CH3:36])[CH:29]=2)[O:26][CH:27]=1)[CH3:22].C([O-])([O-])=O.[Cs+].[Cs+]. Product: [CH2:21]([C:23]1[N:24]=[C:25]([C:28]2[CH:33]=[CH:32][C:31]([O:34][CH2:18][CH2:17][CH2:16][O:15][C:11]3[CH:10]=[C:9]4[C:14](=[CH:13][CH:12]=3)[C@H:6]([CH2:5][C:4]([O:3][CH2:1][CH3:2])=[O:20])[CH2:7][CH2:8]4)=[C:30]([O:35][CH3:36])[CH:29]=2)[O:26][CH:27]=1)[CH3:22]. The catalyst class is: 18. (4) Reactant: [C:1]([C:5]1[CH:6]=[CH:7][C:8]2[C:9]([N:31]=1)=[N:10][N:11]1[C:16](=[O:17])[CH:15]=[C:14]([CH:18]3[CH2:23][CH2:22][N:21](C(OC(C)(C)C)=O)[CH2:20][CH2:19]3)[NH:13][C:12]=21)([CH3:4])([CH3:3])[CH3:2].[ClH:32]. Product: [ClH:32].[C:1]([C:5]1[CH:6]=[CH:7][C:8]2[C:9]([N:31]=1)=[N:10][N:13]1[C:14]([CH:18]3[CH2:19][CH2:20][NH:21][CH2:22][CH2:23]3)=[CH:15][C:16](=[O:17])[NH:11][C:12]=21)([CH3:2])([CH3:3])[CH3:4]. The catalyst class is: 71. (5) Reactant: [CH3:1][S:2]([C:5]1[CH:10]=[CH:9][C:8]([C:11]2[CH:16]=[CH:15][C:14]([CH2:17]O)=[CH:13][CH:12]=2)=[CH:7][CH:6]=1)(=[O:4])=[O:3].[Br:19][Si](C)(C)C. Product: [Br:19][CH2:17][C:14]1[CH:15]=[CH:16][C:11]([C:8]2[CH:9]=[CH:10][C:5]([S:2]([CH3:1])(=[O:4])=[O:3])=[CH:6][CH:7]=2)=[CH:12][CH:13]=1. The catalyst class is: 12. (6) Reactant: [NH2:1][C:2]1[N:7]=[C:6]([S:8]([CH3:10])=O)[C:5]([C:11]#[N:12])=[C:4]([C:13]2[O:14][C:15]([CH2:18][O:19][CH3:20])=[CH:16][CH:17]=2)[N:3]=1.SC[CH2:23][C:24]1[CH:29]=[CH:28][CH:27]=[CH:26][N:25]=1.C1CCN2C(=NCCC2)CC1. Product: [NH2:1][C:2]1[N:3]=[C:4]([C:13]2[O:14][C:15]([CH2:18][O:19][CH3:20])=[CH:16][CH:17]=2)[C:5]([C:11]#[N:12])=[C:6]([S:8][CH2:10][CH2:23][C:24]2[CH:29]=[CH:28][CH:27]=[CH:26][N:25]=2)[N:7]=1. The catalyst class is: 57. (7) Reactant: [C:1](N1C=CC=CC1=O)(N1C=CC=CC1=O)=[S:2].[N:17]1[CH:22]=[CH:21][CH:20]=[C:19]([C:23]2[N:28]=[CH:27][N:26]=[C:25]([NH2:29])[CH:24]=2)[CH:18]=1. Product: [N:29]([C:25]1[CH:24]=[C:23]([C:19]2[CH:18]=[N:17][CH:22]=[CH:21][CH:20]=2)[N:28]=[CH:27][N:26]=1)=[C:1]=[S:2]. The catalyst class is: 120. (8) Reactant: [H-].[Na+].[CH3:3][C:4]1[N:9]=[C:8]([NH:10][CH:11]=[O:12])[CH:7]=[CH:6][CH:5]=1. Product: [CH2:3]([N:10]([C:8]1[CH:7]=[CH:6][CH:5]=[C:4]([CH3:3])[N:9]=1)[CH:11]=[O:12])[CH2:4][CH2:5][CH2:6][CH2:7][CH3:8]. The catalyst class is: 9. (9) Product: [C:1]([O:10][CH2:59][Cl:60])(=[O:9])[CH2:2][CH2:3][CH2:4][CH2:5][CH2:6][CH2:7][CH3:8]. Reactant: [C:1]([OH:10])(=[O:9])[CH2:2][CH2:3][CH2:4][CH2:5][CH2:6][CH2:7][CH3:8].C(=O)(O)[O-].[Na+].S([O-])([O-])(=O)=O.C([N+](CCCC)(CCCC)CCCC)CCC.C([N+](CCCC)(CCCC)CCCC)CCC.S(Cl)(O[CH2:59][Cl:60])(=O)=O. The catalyst class is: 34.